From a dataset of Full USPTO retrosynthesis dataset with 1.9M reactions from patents (1976-2016). Predict the reactants needed to synthesize the given product. (1) Given the product [CH2:1]([N:3]1[CH:8]=[CH:7][CH:6]=[C:5]([CH2:9][NH:10][N:11]2[CH2:16][CH2:15][C:14]([CH3:17])=[C:13]([CH2:18][C:19]([NH:57][CH2:58][C:59]3[C:60]([CH3:75])=[CH:61][C:62]([NH:67][C:68](=[O:74])[O:69][C:70]([CH3:71])([CH3:72])[CH3:73])=[N:63][C:64]=3[CH2:65][OH:66])=[O:21])[C:12]2=[O:22])[C:4]1=[O:23])[CH3:2], predict the reactants needed to synthesize it. The reactants are: [CH2:1]([N:3]1[CH:8]=[CH:7][CH:6]=[C:5]([CH2:9][NH:10][N:11]2[CH2:16][CH2:15][C:14]([CH3:17])=[C:13]([CH2:18][C:19]([OH:21])=O)[C:12]2=[O:22])[C:4]1=[O:23])[CH3:2].C1CN([P+](ON2N=NC3C=CC=CC2=3)(N2CCCC2)N2CCCC2)CC1.F[P-](F)(F)(F)(F)F.[NH2:57][CH2:58][C:59]1[C:60]([CH3:75])=[CH:61][C:62]([NH:67][C:68](=[O:74])[O:69][C:70]([CH3:73])([CH3:72])[CH3:71])=[N:63][C:64]=1[CH2:65][OH:66].O. (2) Given the product [CH:1]1([N:4]([C@@H:26]([C:28]2[CH:33]=[C:32]([CH2:34][CH2:35][CH2:36][NH:37][C:38]([O:40][CH3:41])=[O:39])[N:31]=[C:30]([O:42][CH3:43])[CH:29]=2)[CH3:27])[C:5]([C@@H:7]2[O:12][C@H:11]([CH2:13][N:49]3[C:45](=[O:55])[C:46]4[C:47](=[CH:51][CH:52]=[CH:53][CH:54]=4)[C:48]3=[O:50])[CH2:10][N:9]([C:19]([O:21][C:22]([CH3:23])([CH3:25])[CH3:24])=[O:20])[CH2:8]2)=[O:6])[CH2:2][CH2:3]1, predict the reactants needed to synthesize it. The reactants are: [CH:1]1([N:4]([C@@H:26]([C:28]2[CH:33]=[C:32]([CH2:34][CH2:35][CH2:36][NH:37][C:38]([O:40][CH3:41])=[O:39])[N:31]=[C:30]([O:42][CH3:43])[CH:29]=2)[CH3:27])[C:5]([C@@H:7]2[O:12][C@H:11]([CH2:13]OS(C)(=O)=O)[CH2:10][N:9]([C:19]([O:21][C:22]([CH3:25])([CH3:24])[CH3:23])=[O:20])[CH2:8]2)=[O:6])[CH2:3][CH2:2]1.[K].[C:45]1(=[O:55])[NH:49][C:48](=[O:50])[C:47]2=[CH:51][CH:52]=[CH:53][CH:54]=[C:46]12.O. (3) The reactants are: C(Cl)(=O)C(Cl)=O.[OH:7][C:8]1[CH:13]=[CH:12][C:11]([CH:14]([CH3:18])[C:15]([OH:17])=O)=[CH:10][C:9]=1[N+:19]([O-:21])=[O:20].CN(C)C=O.[NH2:27][C:28]1[S:32][N:31]=[C:30]([CH2:33][CH3:34])[C:29]=1[Cl:35]. Given the product [Cl:35][C:29]1[C:30]([CH2:33][CH3:34])=[N:31][S:32][C:28]=1[NH:27][C:15](=[O:17])[CH:14]([C:11]1[CH:12]=[CH:13][C:8]([OH:7])=[C:9]([N+:19]([O-:21])=[O:20])[CH:10]=1)[CH3:18], predict the reactants needed to synthesize it. (4) The reactants are: [O:1]=[C:2](O)[C@@H:3]([C@H:5]([C@@H:7]([C@@H:9]([CH2:11][OH:12])[OH:10])[OH:8])[OH:6])[OH:4].C(O)(=O)C. Given the product [O:1]=[CH:2][C@@H:3]([C@H:5]([C@@H:7]([C@@H:9]([CH2:11][OH:12])[OH:10])[OH:8])[OH:6])[OH:4], predict the reactants needed to synthesize it. (5) The reactants are: [N:1]1[CH:6]=[C:5]([C:7]([NH:9][C:10]2([C:13]([OH:15])=O)[CH2:12][CH2:11]2)=[O:8])[CH:4]=[N:3][CH:2]=1.C1N=CN(C(N2C=NC=C2)=O)C=1.[NH2:28][CH2:29][C:30]1[CH:35]=[CH:34][C:33]([N:36]([C:38]2[CH:43]=[CH:42][C:41]([O:44][CH3:45])=[CH:40][C:39]=2[CH3:46])[CH3:37])=[CH:32][CH:31]=1.C(N(C(C)C)CC)(C)C. Given the product [CH3:45][O:44][C:41]1[CH:42]=[CH:43][C:38]([N:36]([CH3:37])[C:33]2[CH:34]=[CH:35][C:30]([CH2:29][NH:28][C:13]([C:10]3([NH:9][C:7]([C:5]4[CH:4]=[N:3][CH:2]=[N:1][CH:6]=4)=[O:8])[CH2:11][CH2:12]3)=[O:15])=[CH:31][CH:32]=2)=[C:39]([CH3:46])[CH:40]=1, predict the reactants needed to synthesize it.